This data is from Full USPTO retrosynthesis dataset with 1.9M reactions from patents (1976-2016). The task is: Predict the reactants needed to synthesize the given product. (1) The reactants are: Cl[C:2]1[N:11]=[C:10]([CH:12]2[CH2:17][CH2:16][CH2:15][CH2:14][CH2:13]2)[C:9]2[C:4](=[CH:5][CH:6]=[CH:7][CH:8]=2)[N:3]=1.Cl.[NH2:19][C@H:20]1[CH2:24][CH2:23][N:22]([C:25](=[O:38])[CH2:26][C:27]2[CH:32]=[CH:31][C:30]([O:33][C:34]([F:37])([F:36])[F:35])=[CH:29][CH:28]=2)[CH2:21]1.C(N(CC)C(C)C)(C)C.C(=O)([O-])O.[Na+]. Given the product [CH:12]1([C:10]2[C:9]3[C:4](=[CH:5][CH:6]=[CH:7][CH:8]=3)[N:3]=[C:2]([NH:19][C@H:20]3[CH2:24][CH2:23][N:22]([C:25](=[O:38])[CH2:26][C:27]4[CH:28]=[CH:29][C:30]([O:33][C:34]([F:35])([F:36])[F:37])=[CH:31][CH:32]=4)[CH2:21]3)[N:11]=2)[CH2:17][CH2:16][CH2:15][CH2:14][CH2:13]1, predict the reactants needed to synthesize it. (2) The reactants are: [O:1]1[CH:5]=[CH:4][CH:3]=[C:2]1[C:6]1[C:11]([I:12])=[C:10](S(C)=O)[N:9]=[C:8]([NH2:16])[N:7]=1.[CH:17]1([OH:23])[CH2:22][CH2:21][CH2:20][CH2:19][CH2:18]1.C1CCN2C(=NCCC2)CC1. Given the product [CH:17]1([O:23][C:10]2[C:11]([I:12])=[C:6]([C:2]3[O:1][CH:5]=[CH:4][CH:3]=3)[N:7]=[C:8]([NH2:16])[N:9]=2)[CH2:22][CH2:21][CH2:20][CH2:19][CH2:18]1, predict the reactants needed to synthesize it. (3) Given the product [C:15]([O:19][C:20]([N:22]1[CH2:23][CH2:24][CH:25]([CH2:28][O:29][C:30]2[CH:35]=[CH:34][C:33]([I:36])=[CH:32][C:31]=2[CH:49]=[N:46][C:44]([O:53][Si:2]([CH3:9])([CH3:8])[CH3:1])=[CH2:45])[CH2:26][CH2:27]1)=[O:21])([CH3:18])([CH3:16])[CH3:17], predict the reactants needed to synthesize it. The reactants are: [CH3:1][Si:2]([CH3:9])([CH3:8])N[Si:2]([CH3:9])([CH3:8])[CH3:1].C([Li])CCC.[C:15]([O:19][C:20]([N:22]1[CH2:27][CH2:26][CH:25]([CH2:28][O:29][C:30]2[CH:35]=[CH:34][C:33]([I:36])=[CH:32][C:31]=2C=O)[CH2:24][CH2:23]1)=[O:21])([CH3:18])([CH3:17])[CH3:16].C[Si](Cl)(C)C.[CH2:44]([N:46]([CH2:49]C)CC)[CH3:45].C(Cl)(=[O:53])C.